From a dataset of Full USPTO retrosynthesis dataset with 1.9M reactions from patents (1976-2016). Predict the reactants needed to synthesize the given product. (1) Given the product [C:1]([O:5][C:6](=[O:15])[NH:7][C:8]1[CH:9]=[C:10]2[C:11](=[CH:12][CH:13]=1)[NH:14][C:22]([CH3:24])([CH3:23])[CH:26]=[C:27]2[CH3:28])([CH3:4])([CH3:2])[CH3:3], predict the reactants needed to synthesize it. The reactants are: [C:1]([O:5][C:6](=[O:15])[NH:7][C:8]1[CH:13]=[CH:12][C:11]([NH2:14])=[CH:10][CH:9]=1)([CH3:4])([CH3:3])[CH3:2].[O-]S([O-])(=O)=O.[Mg+2].[C:22]([C:26]1C=CC=[C:28](O)[C:27]=1O)(C)([CH3:24])[CH3:23].II. (2) Given the product [C:1]([O:5][C:6]([NH:7][C@H:8]([CH2:9][CH3:10])[CH2:11][O:12][S:22]([CH3:21])(=[O:24])=[O:23])=[O:13])([CH3:2])([CH3:3])[CH3:4], predict the reactants needed to synthesize it. The reactants are: [C:1]([O:5][C:6](=[O:13])[NH:7][C@@H:8]([CH2:11][OH:12])[CH2:9][CH3:10])([CH3:4])([CH3:3])[CH3:2].C(N(CC)CC)C.[CH3:21][S:22](Cl)(=[O:24])=[O:23].O.